This data is from Reaction yield outcomes from USPTO patents with 853,638 reactions. The task is: Predict the reaction yield, written as a fraction of the theoretical maximum amount of product (1.0 means a 100% yield; for example, 0.34 means a 34% yield). (1) The reactants are [C:1]([O:9][CH3:10])(=[O:8])[C:2]1[CH:7]=[CH:6][CH:5]=[CH:4][CH:3]=1.[C:11](=[O:14])([O-])[O-].[K+].[K+]. The catalyst is C1(C)C=CC=CC=1. The product is [C:1]([O:9][CH2:10][C:2]1([CH2:3][CH3:4])[CH2:11][O:14][CH2:1]1)(=[O:8])[C:2]1[CH:7]=[CH:6][CH:5]=[CH:4][CH:3]=1. The yield is 0.620. (2) The reactants are [CH:1]1([CH2:6][C@@H:7]2[C@@H:15]([O:16][CH2:17][CH:18]3[CH2:20][CH2:19]3)[C@H:14]([CH3:21])[O:13][C:12](=[O:22])[C@@H:11]([NH:23][C:24](=[O:34])[C:25]3[C:30]([OH:31])=[C:29]([O:32][CH3:33])[CH:28]=[CH:27][N:26]=3)[CH2:10][CH2:9][CH2:8]2)[CH2:5][CH2:4][CH2:3][CH2:2]1.C([O-])([O-])=O.[K+].[K+].[C:41]([O:46][CH2:47]Cl)(=[O:45])[CH:42]([CH3:44])[CH3:43]. The product is [C:41]([O:46][CH2:47][O:31][C:30]1[C:25]([C:24](=[O:34])[NH:23][C@H:11]2[CH2:10][CH2:9][CH2:8][C@H:7]([CH2:6][CH:1]3[CH2:5][CH2:4][CH2:3][CH2:2]3)[C@@H:15]([O:16][CH2:17][CH:18]3[CH2:20][CH2:19]3)[C@H:14]([CH3:21])[O:13][C:12]2=[O:22])=[N:26][CH:27]=[CH:28][C:29]=1[O:32][CH3:33])(=[O:45])[CH:42]([CH3:44])[CH3:43]. The yield is 0.830. The catalyst is CC(C)=O. (3) The reactants are [CH3:1][CH:2]([CH3:10])[C:3](=[O:9])[CH2:4][C:5]([O:7][CH3:8])=[O:6].[CH2:11](O)[CH2:12][OH:13]. The catalyst is C1(C)C=CC=CC=1.CC1C=CC(S(O)(=O)=O)=CC=1. The product is [CH:2]([C:3]1([CH2:4][C:5]([O:7][CH3:8])=[O:6])[O:13][CH2:12][CH2:11][O:9]1)([CH3:10])[CH3:1]. The yield is 0.710. (4) The reactants are [Cl:1][C:2]1[CH:3]=[C:4]2[C:9](=[CH:10][C:11]=1[O:12][C:13]1[CH:18]=[CH:17][C:16]([C:19](=[O:33])[NH:20][CH:21]3[CH2:26][CH2:25][CH2:24][CH:23]([C:27]4[CH:32]=[CH:31][CH:30]=[CH:29][CH:28]=4)[CH2:22]3)=[CH:15][CH:14]=1)[O:8][CH2:7][CH2:6][CH:5]2[C:34]([O:36]CC)=[O:35].[OH-].[Na+]. The catalyst is C1COCC1.C(O)C. The product is [Cl:1][C:2]1[CH:3]=[C:4]2[C:9](=[CH:10][C:11]=1[O:12][C:13]1[CH:14]=[CH:15][C:16]([C:19](=[O:33])[NH:20][CH:21]3[CH2:26][CH2:25][CH2:24][CH:23]([C:27]4[CH:32]=[CH:31][CH:30]=[CH:29][CH:28]=4)[CH2:22]3)=[CH:17][CH:18]=1)[O:8][CH2:7][CH2:6][CH:5]2[C:34]([OH:36])=[O:35]. The yield is 1.00.